Dataset: Forward reaction prediction with 1.9M reactions from USPTO patents (1976-2016). Task: Predict the product of the given reaction. Given the reactants [CH3:1][C:2]1[C:7](B(O)O)=[CH:6][CH:5]=[CH:4][N:3]=1.Br[C:12]1[C:13]([F:36])=[C:14]2[C:19](=[C:20]([O:22]COCCOC)[CH:21]=1)[N:18]=[CH:17][N:16](COCCOC)[C:15]2=[O:35], predict the reaction product. The product is: [F:36][C:13]1[C:12]([C:7]2[C:2]([CH3:1])=[N:3][CH:4]=[CH:5][CH:6]=2)=[CH:21][C:20]([OH:22])=[C:19]2[C:14]=1[C:15](=[O:35])[NH:16][CH:17]=[N:18]2.